Dataset: Catalyst prediction with 721,799 reactions and 888 catalyst types from USPTO. Task: Predict which catalyst facilitates the given reaction. (1) Reactant: [F:1][C:2]1[CH:3]=[C:4]([N:17]2[C:22](=[O:23])[CH:21]=[C:20]([CH3:24])[N:19]=[C:18]2[CH3:25])[CH:5]=[CH:6][C:7]=1[NH:8][CH2:9][CH2:10][N:11]1[CH2:16][CH2:15][O:14][CH2:13][CH2:12]1.[C:26]([O-])([O-])=O.[K+].[K+].CI. Product: [F:1][C:2]1[CH:3]=[C:4]([N:17]2[C:22](=[O:23])[CH:21]=[C:20]([CH3:24])[N:19]=[C:18]2[CH3:25])[CH:5]=[CH:6][C:7]=1[N:8]([CH3:26])[CH2:9][CH2:10][N:11]1[CH2:16][CH2:15][O:14][CH2:13][CH2:12]1. The catalyst class is: 10. (2) The catalyst class is: 1. Reactant: [Cl:1][C:2]1[N:10]=[C:9]2[C:5]([N:6]=[CH:7][NH:8]2)=[C:4]([N:11]2[CH2:16][CH2:15][O:14][CH2:13][C@@H:12]2[CH3:17])[N:3]=1.CI.[C:20]([O-])([O-])=O.[K+].[K+]. Product: [Cl:1][C:2]1[N:10]=[C:9]2[C:5]([N:6]=[CH:7][N:8]2[CH3:20])=[C:4]([N:11]2[CH2:16][CH2:15][O:14][CH2:13][C@@H:12]2[CH3:17])[N:3]=1. (3) Reactant: [NH2:1][CH2:2][C@@H:3]([N:5]1[CH:9]=[CH:8][C:7]([C:10]2[CH:17]=[CH:16][C:13]([C:14]#[N:15])=[C:12]([C:18]([F:21])([F:20])[F:19])[CH:11]=2)=[N:6]1)[CH3:4].[C:22]([C:25]1[CH:29]=[C:28]([C:30](O)=[O:31])[NH:27][N:26]=1)(=[O:24])[CH3:23].C1C=CC2N(O)N=NC=2C=1.CCN(C(C)C)C(C)C.CCN=C=NCCCN(C)C. Product: [C:22]([C:25]1[CH:29]=[C:28]([C:30]([NH:1][CH2:2][C@@H:3]([N:5]2[CH:9]=[CH:8][C:7]([C:10]3[CH:17]=[CH:16][C:13]([C:14]#[N:15])=[C:12]([C:18]([F:20])([F:21])[F:19])[CH:11]=3)=[N:6]2)[CH3:4])=[O:31])[NH:27][N:26]=1)(=[O:24])[CH3:23]. The catalyst class is: 2. (4) Reactant: [C:1]([O:5][C:6]([NH:8][CH:9]1[CH2:14][CH2:13][CH2:12][N:11](C(OCC2C=CC=CC=2)=O)[CH2:10]1)=[O:7])([CH3:4])([CH3:3])[CH3:2]. Product: [NH:11]1[CH2:12][CH2:13][CH2:14][CH:9]([NH:8][C:6](=[O:7])[O:5][C:1]([CH3:3])([CH3:2])[CH3:4])[CH2:10]1. The catalyst class is: 349. (5) Reactant: [CH3:1][C:2]1[CH:7]=[CH:6][C:5]([CH3:8])=[CH:4][C:3]=1[OH:9].OS(O)(=O)=O.CC(O)=O.[N+:19]([O-])([O-:21])=[O:20].[Na+]. Product: [CH3:1][C:2]1[CH:7]=[C:6]([N+:19]([O-:21])=[O:20])[C:5]([CH3:8])=[CH:4][C:3]=1[OH:9]. The catalyst class is: 6. (6) The catalyst class is: 198. Reactant: [N+:1]([C:4]1[CH:5]=[C:6]([CH:10]=[CH:11][C:12]=1[N+:13]([O-:15])=[O:14])[C:7]([OH:9])=O)([O-:3])=[O:2].S(Cl)(Cl)=O.C(N(CC)CC)C.[NH:27]1[CH2:32][CH2:31][O:30][CH2:29][CH2:28]1. Product: [N+:1]([C:4]1[CH:5]=[C:6]([C:7]([N:27]2[CH2:32][CH2:31][O:30][CH2:29][CH2:28]2)=[O:9])[CH:10]=[CH:11][C:12]=1[N+:13]([O-:15])=[O:14])([O-:3])=[O:2]. (7) Reactant: O1[C:5]2([CH2:10][CH2:9][C:8](=[CH:11][C:12]3[CH:13]=[C:14]([CH:26]=[CH:27][CH:28]=3)[O:15][C:16]3[CH:21]=[CH:20][C:19]([C:22]([F:25])([F:24])[F:23])=[CH:18][N:17]=3)[CH2:7][CH2:6]2)[O:4]CC1.Cl. Product: [F:25][C:22]([F:23])([F:24])[C:19]1[CH:20]=[CH:21][C:16]([O:15][C:14]2[CH:13]=[C:12]([CH:11]=[C:8]3[CH2:7][CH2:6][C:5](=[O:4])[CH2:10][CH2:9]3)[CH:28]=[CH:27][CH:26]=2)=[N:17][CH:18]=1. The catalyst class is: 21. (8) The catalyst class is: 14. Product: [N+:20]([C:18]1[CH:17]=[CH:16][C:10]2[O:11][CH2:12][C@H:13]([CH2:15][OH:14])[O:8][C:9]=2[CH:19]=1)([O-:22])=[O:21]. Reactant: C([O:8][C:9]1[CH:19]=[C:18]([N+:20]([O-:22])=[O:21])[CH:17]=[CH:16][C:10]=1[O:11][CH2:12][C@H:13]1[CH2:15][O:14]1)C1C=CC=CC=1.C(=O)(O)[O-].[Na+].C1CC=CCC=1. (9) Reactant: [N:1]1[C:10]2[C:5](=[CH:6][CH:7]=[CH:8][CH:9]=2)[C:4]([C:11]2[CH:12]=[N:13][N:14]3[CH:19]=[C:18]([C:20]([O:22]CC)=[O:21])[CH:17]=[N:16][C:15]=23)=[CH:3][CH:2]=1.[Li+].[OH-].CC(O)=O. Product: [N:1]1[C:10]2[C:5](=[CH:6][CH:7]=[CH:8][CH:9]=2)[C:4]([C:11]2[CH:12]=[N:13][N:14]3[CH:19]=[C:18]([C:20]([OH:22])=[O:21])[CH:17]=[N:16][C:15]=23)=[CH:3][CH:2]=1. The catalyst class is: 20. (10) The catalyst class is: 20. Reactant: [NH2:1][CH:2]([C:6]([CH3:11])([CH3:10])[CH2:7][O:8][CH3:9])[C:3]([OH:5])=[O:4].C(N(CC)CC)C.[C:19](O[C:19]([O:21][C:22]([CH3:25])([CH3:24])[CH3:23])=[O:20])([O:21][C:22]([CH3:25])([CH3:24])[CH3:23])=[O:20]. Product: [C:22]([O:21][C:19]([NH:1][CH:2]([C:6]([CH3:11])([CH3:10])[CH2:7][O:8][CH3:9])[C:3]([OH:5])=[O:4])=[O:20])([CH3:25])([CH3:24])[CH3:23].